From a dataset of Catalyst prediction with 721,799 reactions and 888 catalyst types from USPTO. Predict which catalyst facilitates the given reaction. (1) Reactant: C(O[C:4]([C:6]1[N:7]=[N:8][CH:9]=[CH:10][C:11]=1[NH:12][C:13](=[O:24])[CH2:14][C:15]1[C:20]([F:21])=[CH:19][C:18]([F:22])=[CH:17][C:16]=1[F:23])=[O:5])C.C(=O)([O-])[O-].[K+].[K+]. Product: [F:21][C:20]1[CH:19]=[C:18]([F:22])[CH:17]=[C:16]([F:23])[C:15]=1[CH:14]1[C:13](=[O:24])[NH:12][C:11]2[CH:10]=[CH:9][N:8]=[N:7][C:6]=2[C:4]1=[O:5]. The catalyst class is: 121. (2) Reactant: [OH-].[Na+].C([O:5][C:6]([C:8]1[CH:12]=[C:11]([CH3:13])[NH:10][N:9]=1)=[O:7])C.Cl. Product: [CH3:13][C:11]1[NH:10][N:9]=[C:8]([C:6]([OH:7])=[O:5])[CH:12]=1. The catalyst class is: 14. (3) Reactant: Cl.[F:2][C:3]1([F:14])[CH2:7][NH:6][C@H:5]([CH2:8][CH:9]([CH3:13])[C:10]([OH:12])=[O:11])[CH2:4]1.Br[CH2:16][C:17]1[NH:22][C:21]([C:23]2[S:24][CH:25]=[CH:26][N:27]=2)=[N:20][C@@H:19]([C:28]2[CH:33]=[CH:32][C:31]([F:34])=[CH:30][C:29]=2[Cl:35])[C:18]=1[C:36]([O:38][CH3:39])=[O:37].C(=O)([O-])[O-].[K+].[K+]. Product: [Cl:35][C:29]1[CH:30]=[C:31]([F:34])[CH:32]=[CH:33][C:28]=1[C@@H:19]1[N:20]=[C:21]([C:23]2[S:24][CH:25]=[CH:26][N:27]=2)[NH:22][C:17]([CH2:16][N:6]2[CH2:7][C:3]([F:2])([F:14])[CH2:4][C@H:5]2[CH2:8][CH:9]([CH3:13])[C:10]([OH:12])=[O:11])=[C:18]1[C:36]([O:38][CH3:39])=[O:37]. The catalyst class is: 8. (4) Reactant: [CH:1]1([C@H:7]([NH:41][C:42]([C:44]2[CH:49]=[N:48][CH:47]=[CH:46][N:45]=2)=[O:43])[C:8]([NH:10][C@@H:11]([C:37]([CH3:40])([CH3:39])[CH3:38])[C:12]([N:14]2[CH2:18][C@@H:17]3[CH2:19][CH2:20][CH2:21][C@@H:16]3[C@H:15]2[C:22]([NH:24][C@@H:25]([CH2:34][CH2:35][CH3:36])[CH:26]([OH:33])[C:27]([NH:29][CH:30]2[CH2:32][CH2:31]2)=[O:28])=[O:23])=[O:13])=[O:9])[CH2:6][CH2:5][CH2:4][CH2:3][CH2:2]1.CC(OI1(OC(C)=O)(OC(C)=O)OC(=O)C2C=CC=CC1=2)=O.CC1(C)N([O])C(C)(C)CCC1.Cl[O-].[Na+].S(=O)(O)[O-].[Na+]. Product: [CH:1]1([C@H:7]([NH:41][C:42]([C:44]2[CH:49]=[N:48][CH:47]=[CH:46][N:45]=2)=[O:43])[C:8]([NH:10][C@@H:11]([C:37]([CH3:38])([CH3:39])[CH3:40])[C:12]([N:14]2[CH2:18][C@@H:17]3[CH2:19][CH2:20][CH2:21][C@@H:16]3[C@H:15]2[C:22]([NH:24][C@@H:25]([CH2:34][CH2:35][CH3:36])[C:26](=[O:33])[C:27]([NH:29][CH:30]2[CH2:31][CH2:32]2)=[O:28])=[O:23])=[O:13])=[O:9])[CH2:6][CH2:5][CH2:4][CH2:3][CH2:2]1. The catalyst class is: 4.